This data is from Reaction yield outcomes from USPTO patents with 853,638 reactions. The task is: Predict the reaction yield, written as a fraction of the theoretical maximum amount of product (1.0 means a 100% yield; for example, 0.34 means a 34% yield). (1) The reactants are Cl[CH2:2][C:3]([NH:5][C:6]1[CH:11]=[C:10]([C:12]2[N:13]([CH2:25][CH3:26])[C:14]3[C:19]([C:20]=2[C:21]#[N:22])=[CH:18][CH:17]=[C:16]([O:23][CH3:24])[CH:15]=3)[CH:9]=[CH:8][C:7]=1[OH:27])=[O:4].C([O-])([O-])=O.[K+].[K+]. The catalyst is CN(C=O)C. The product is [CH2:25]([N:13]1[C:14]2[C:19](=[CH:18][CH:17]=[C:16]([O:23][CH3:24])[CH:15]=2)[C:20]([C:21]#[N:22])=[C:12]1[C:10]1[CH:9]=[CH:8][C:7]2[O:27][CH2:2][C:3](=[O:4])[NH:5][C:6]=2[CH:11]=1)[CH3:26]. The yield is 0.900. (2) The yield is 0.760. The catalyst is C(O)C. The product is [Cl:8][C:5]1[CH:4]=[C:3]2[C:2](=[CH:7][CH:6]=1)[N:1]=[C:18]([CH3:37])[C:19]([C:20]([N:22]1[CH2:27][CH2:26][CH:25]([C:28]3[CH:29]=[CH:30][C:31]([C:32]([NH2:34])=[O:33])=[CH:35][CH:36]=3)[CH2:24][CH2:23]1)=[O:21])=[C:9]2[C:11]1[CH:16]=[CH:15][CH:14]=[CH:13][CH:12]=1. The reactants are [NH2:1][C:2]1[CH:7]=[CH:6][C:5]([Cl:8])=[CH:4][C:3]=1[C:9]([C:11]1[CH:16]=[CH:15][CH:14]=[CH:13][CH:12]=1)=O.O=[C:18]([CH3:37])[CH2:19][C:20]([N:22]1[CH2:27][CH2:26][CH:25]([C:28]2[CH:36]=[CH:35][C:31]([C:32]([NH2:34])=[O:33])=[CH:30][CH:29]=2)[CH2:24][CH2:23]1)=[O:21].[O-]S(C(F)(F)F)(=O)=O.[Yb+3].[O-]S(C(F)(F)F)(=O)=O.[O-]S(C(F)(F)F)(=O)=O. (3) The reactants are [CH2:1]([O:3][CH:4]([O:8][CH2:9][CH3:10])[C@@H:5]([NH2:7])[CH3:6])[CH3:2].[N:11]1[C:20]2[CH:19]=[CH:18][CH:17]=[C:16]([CH:21]=O)[C:15]=2[N:14]=[CH:13][CH:12]=1. No catalyst specified. The product is [CH2:1]([O:3][CH:4]([O:8][CH2:9][CH3:10])[C@@H:5]([NH:7][CH2:21][C:16]1[CH:17]=[CH:18][CH:19]=[C:20]2[C:15]=1[N:14]=[CH:13][CH:12]=[N:11]2)[CH3:6])[CH3:2]. The yield is 0.780. (4) The reactants are Cl[C:2]1[N:7]=[C:6]([C:8]2[S:12][C:11]([C:13]([CH3:16])([CH3:15])[CH3:14])=[N:10][C:9]=2[C:17]2[C:18]([F:35])=[C:19]([NH:23][S:24]([C:27]3[CH:32]=[C:31]([F:33])[CH:30]=[CH:29][C:28]=3[F:34])(=[O:26])=[O:25])[CH:20]=[CH:21][CH:22]=2)[CH:5]=[CH:4][N:3]=1.[Cl-].[CH3:37][Zn+]. The catalyst is C1COCC1. The product is [CH3:14][C:13]([C:11]1[S:12][C:8]([C:6]2[CH:5]=[CH:4][N:3]=[C:2]([CH3:37])[N:7]=2)=[C:9]([C:17]2[C:18]([F:35])=[C:19]([NH:23][S:24]([C:27]3[CH:32]=[C:31]([F:33])[CH:30]=[CH:29][C:28]=3[F:34])(=[O:26])=[O:25])[CH:20]=[CH:21][CH:22]=2)[N:10]=1)([CH3:16])[CH3:15]. The yield is 0.468.